From a dataset of Forward reaction prediction with 1.9M reactions from USPTO patents (1976-2016). Predict the product of the given reaction. (1) Given the reactants [N:1]([CH2:4][CH2:5][C:6]1[CH:7]=[C:8]([C:12]2[N:16]=[CH:15][N:14]([C:17]3[CH:22]=[CH:21][C:20]([O:23][C:24]([F:27])([F:26])[F:25])=[CH:19][CH:18]=3)[N:13]=2)[CH:9]=[CH:10][CH:11]=1)=[C:2]=[O:3].[CH2:28]([C:30]1[CH:35]=[CH:34][CH:33]=[C:32]([CH3:36])[C:31]=1[NH:37][C:38]([NH2:40])=[S:39])[CH3:29], predict the reaction product. The product is: [CH2:28]([C:30]1[CH:35]=[CH:34][CH:33]=[C:32]([CH3:36])[C:31]=1[NH:37][C:38]([NH:40][C:2]([NH:1][CH2:4][CH2:5][C:6]1[CH:11]=[CH:10][CH:9]=[C:8]([C:12]2[N:16]=[CH:15][N:14]([C:17]3[CH:22]=[CH:21][C:20]([O:23][C:24]([F:26])([F:25])[F:27])=[CH:19][CH:18]=3)[N:13]=2)[CH:7]=1)=[O:3])=[S:39])[CH3:29]. (2) Given the reactants [C:1]([C:5]1[CH:11]=[CH:10][CH:9]=[CH:8][C:6]=1[NH2:7])([CH3:4])([CH3:3])[CH3:2].Cl.Cl[CH2:14][CH2:15][NH:16][CH2:17][CH2:18]Cl.[OH-].[Na+], predict the reaction product. The product is: [C:1]([C:5]1[CH:11]=[CH:10][CH:9]=[CH:8][C:6]=1[N:7]1[CH2:18][CH2:17][NH:16][CH2:15][CH2:14]1)([CH3:4])([CH3:2])[CH3:3]. (3) Given the reactants [CH3:1][N:2]1[N:18]=[CH:17][C:16]2[NH:15][C:14](=[O:19])[C@H:13]([CH3:20])[CH:12]=[CH:11][CH2:10][C@H:9]([NH:21][C:22](=[O:28])[O:23][C:24]([CH3:27])([CH3:26])[CH3:25])[C:8]3[CH:29]=[C:4]([CH:5]=[CH:6][N:7]=3)[C:3]1=2, predict the reaction product. The product is: [CH3:1][N:2]1[N:18]=[CH:17][C:16]2[NH:15][C:14](=[O:19])[C@H:13]([CH3:20])[CH2:12][CH2:11][CH2:10][C@H:9]([NH:21][C:22](=[O:28])[O:23][C:24]([CH3:26])([CH3:25])[CH3:27])[C:8]3[CH:29]=[C:4]([CH:5]=[CH:6][N:7]=3)[C:3]1=2. (4) Given the reactants [CH3:1][O:2][C:3](=[O:7])[CH2:4][C:5]#[N:6].[CH2:8]1CCN2C(=NCCC2)C[CH2:9]1.[CH2:19](Br)[CH3:20], predict the reaction product. The product is: [CH3:1][O:2][C:3](=[O:7])[C:4]([C:5]#[N:6])([CH2:19][CH3:20])[CH2:8][CH3:9]. (5) Given the reactants [NH2:1][CH2:2][CH:3]1[CH2:8][CH2:7][N:6]([C:9]2[C:14](F)=[CH:13][N:12]=[C:11]([NH:16][C:17]3[CH:22]=[CH:21][C:20]([N:23]4[CH2:28][CH2:27][N:26]([C:29](=[O:31])[CH3:30])[CH2:25][CH2:24]4)=[CH:19][CH:18]=3)[N:10]=2)[CH2:5][CH2:4]1.[Cl:32]C1N=C(Cl)C(Cl)=CN=1, predict the reaction product. The product is: [NH2:1][CH2:2][CH:3]1[CH2:8][CH2:7][N:6]([C:9]2[C:14]([Cl:32])=[CH:13][N:12]=[C:11]([NH:16][C:17]3[CH:22]=[CH:21][C:20]([N:23]4[CH2:28][CH2:27][N:26]([C:29](=[O:31])[CH3:30])[CH2:25][CH2:24]4)=[CH:19][CH:18]=3)[N:10]=2)[CH2:5][CH2:4]1.